The task is: Predict the product of the given reaction.. This data is from Forward reaction prediction with 1.9M reactions from USPTO patents (1976-2016). (1) Given the reactants [C:1]([C:3]1[C:4]([N:16]2[CH2:21][CH2:20][CH:19]([C:22]([OH:24])=O)[CH2:18][CH2:17]2)=[N:5][C:6]([CH3:15])=[C:7]([C:9]([O:11][CH:12]([CH3:14])[CH3:13])=[O:10])[CH:8]=1)#[N:2].CCN=C=NCCCN(C)C.C1C=CC2N(O)N=NC=2C=1.[C:46]([C:48]1[CH:53]=[CH:52][C:51]([CH2:54][S:55]([NH2:58])(=[O:57])=[O:56])=[CH:50][CH:49]=1)#[N:47].CCN(C(C)C)C(C)C, predict the reaction product. The product is: [C:1]([C:3]1[C:4]([N:16]2[CH2:17][CH2:18][CH:19]([C:22]([NH:58][S:55]([CH2:54][C:51]3[CH:52]=[CH:53][C:48]([C:46]#[N:47])=[CH:49][CH:50]=3)(=[O:56])=[O:57])=[O:24])[CH2:20][CH2:21]2)=[N:5][C:6]([CH3:15])=[C:7]([CH:8]=1)[C:9]([O:11][CH:12]([CH3:13])[CH3:14])=[O:10])#[N:2]. (2) The product is: [CH3:1][S:2]([N:5]([CH2:12][C@@H:13]1[N:18]([C:27]2[N:28]=[CH:29][C:30]([C:33]([OH:42])([C:34]([F:35])([F:36])[F:37])[C:38]([F:40])([F:41])[F:39])=[CH:31][N:32]=2)[CH2:17][CH2:16][N:15]([C:19]([O:21][C:22]([CH3:25])([CH3:24])[CH3:23])=[O:20])[CH2:14]1)[C:6]1[CH:7]=[CH:8][CH:9]=[CH:10][CH:11]=1)(=[O:3])=[O:4]. Given the reactants [CH3:1][S:2]([N:5]([CH2:12][C@@H:13]1[NH:18][CH2:17][CH2:16][N:15]([C:19]([O:21][C:22]([CH3:25])([CH3:24])[CH3:23])=[O:20])[CH2:14]1)[C:6]1[CH:11]=[CH:10][CH:9]=[CH:8][CH:7]=1)(=[O:4])=[O:3].Cl[C:27]1[N:32]=[CH:31][C:30]([C:33]([OH:42])([C:38]([F:41])([F:40])[F:39])[C:34]([F:37])([F:36])[F:35])=[CH:29][N:28]=1.CCN(C(C)C)C(C)C, predict the reaction product. (3) Given the reactants [CH2:1]([O:8][C:9]1[CH:14]=[CH:13][NH:12][C:11](=[O:15])[CH:10]=1)[C:2]1[CH:7]=[CH:6][CH:5]=[CH:4][CH:3]=1.[C:16]([O-])([O-])=O.[K+].[K+].CI, predict the reaction product. The product is: [CH2:1]([O:8][C:9]1[CH:14]=[CH:13][N:12]([CH3:16])[C:11](=[O:15])[CH:10]=1)[C:2]1[CH:3]=[CH:4][CH:5]=[CH:6][CH:7]=1. (4) The product is: [CH:2]1([N+:8]([O-:9])=[CH:20][C:19]2[CH:18]=[CH:17][C:16]([S:13](=[O:15])(=[O:14])[N:12]([CH2:24][CH3:25])[CH2:10][CH3:11])=[CH:23][CH:22]=2)[CH2:7][CH2:6][CH2:5][CH2:4][CH2:3]1. Given the reactants Cl.[CH:2]1([NH:8][OH:9])[CH2:7][CH2:6][CH2:5][CH2:4][CH2:3]1.[CH2:10]([N:12]([CH2:24][CH3:25])[S:13]([C:16]1[CH:23]=[CH:22][C:19]([CH:20]=O)=[CH:18][CH:17]=1)(=[O:15])=[O:14])[CH3:11], predict the reaction product. (5) Given the reactants I[C:2]1[CH:11]=[CH:10][C:5]([C:6]([O:8][CH3:9])=[O:7])=[CH:4][CH:3]=1.[N:12]1([C:19]([O:21][C:22]([CH3:25])([CH3:24])[CH3:23])=[O:20])[CH2:18][CH2:17][CH2:16][NH:15][CH2:14][CH2:13]1.C(=O)([O-])[O-].[Cs+].[Cs+].C(C1CCCCC1=O)(=O)C, predict the reaction product. The product is: [CH3:9][O:8][C:6]([C:5]1[CH:10]=[CH:11][C:2]([N:15]2[CH2:16][CH2:17][CH2:18][N:12]([C:19]([O:21][C:22]([CH3:25])([CH3:24])[CH3:23])=[O:20])[CH2:13][CH2:14]2)=[CH:3][CH:4]=1)=[O:7]. (6) Given the reactants [Cl:1][C:2]1[CH:7]=[CH:6][C:5]([N:8]2[C:16]([CH:17]([CH:21]3[CH2:26][CH2:25][CH2:24][CH2:23][CH2:22]3)[C:18]([OH:20])=O)=[C:15]3[C:10]([CH:11]=[CH:12][CH:13]=[CH:14]3)=[N:9]2)=[CH:4][CH:3]=1.[CH:27]1([NH2:33])[CH2:32][CH2:31][CH2:30][CH2:29][CH2:28]1.F[P-](F)(F)(F)(F)F.Br[P+](N1CCCC1)(N1CCCC1)N1CCCC1.C(N(CC)C(C)C)(C)C, predict the reaction product. The product is: [Cl:1][C:2]1[CH:7]=[CH:6][C:5]([N:8]2[C:16]([CH:17]([CH:21]3[CH2:26][CH2:25][CH2:24][CH2:23][CH2:22]3)[C:18]([NH:33][CH:27]3[CH2:32][CH2:31][CH2:30][CH2:29][CH2:28]3)=[O:20])=[C:15]3[C:10]([CH:11]=[CH:12][CH:13]=[CH:14]3)=[N:9]2)=[CH:4][CH:3]=1. (7) Given the reactants Cl[C:2]1[C:11]([CH:12]=[O:13])=[CH:10][C:9]2[C:4](=[CH:5][C:6]([F:14])=[CH:7][CH:8]=2)[N:3]=1.[CH:15]1([CH2:21][NH:22][CH2:23][CH3:24])[CH2:20][CH2:19][CH2:18][CH2:17][CH2:16]1.C(=O)([O-])[O-].[K+].[K+], predict the reaction product. The product is: [CH:15]1([CH2:21][N:22]([C:2]2[C:11]([CH:12]=[O:13])=[CH:10][C:9]3[C:4](=[CH:5][C:6]([F:14])=[CH:7][CH:8]=3)[N:3]=2)[CH2:23][CH3:24])[CH2:20][CH2:19][CH2:18][CH2:17][CH2:16]1.